Dataset: Reaction yield outcomes from USPTO patents with 853,638 reactions. Task: Predict the reaction yield, written as a fraction of the theoretical maximum amount of product (1.0 means a 100% yield; for example, 0.34 means a 34% yield). The reactants are [Cl:1][C:2]1[C:3]([C:21]2[CH:22]=[N:23][N:24]3[CH:29]=[CH:28][CH:27]=[CH:26][C:25]=23)=[N:4][C:5]([NH:8][C:9]2[CH:14]=[C:13]([N+:15]([O-:17])=[O:16])[C:12](F)=[CH:11][C:10]=2[O:19][CH3:20])=[N:6][CH:7]=1.[CH3:30][NH:31][CH2:32][CH2:33][N:34]1[CH2:39][CH2:38][O:37][CH2:36][CH2:35]1.CCN(C(C)C)C(C)C. The catalyst is CC(N(C)C)=O.CO. The product is [Cl:1][C:2]1[C:3]([C:21]2[CH:22]=[N:23][N:24]3[CH:29]=[CH:28][CH:27]=[CH:26][C:25]=23)=[N:4][C:5]([NH:8][C:9]2[CH:14]=[C:13]([N+:15]([O-:17])=[O:16])[C:12]([N:31]([CH3:30])[CH2:32][CH2:33][N:34]3[CH2:39][CH2:38][O:37][CH2:36][CH2:35]3)=[CH:11][C:10]=2[O:19][CH3:20])=[N:6][CH:7]=1. The yield is 1.06.